Dataset: Reaction yield outcomes from USPTO patents with 853,638 reactions. Task: Predict the reaction yield, written as a fraction of the theoretical maximum amount of product (1.0 means a 100% yield; for example, 0.34 means a 34% yield). (1) The reactants are [Cl:1][C:2]1[CH:21]=[C:20]([Cl:22])[CH:19]=[CH:18][C:3]=1[CH2:4][N:5]1[C:9]([CH2:10][CH2:11][C:12]([O:14][CH2:15][CH3:16])=[O:13])=[CH:8][C:7]([OH:17])=[N:6]1.Br[CH2:24][C:25]([O:27][C:28]([CH3:31])([CH3:30])[CH3:29])=[O:26].C(=O)([O-])[O-].[K+].[K+]. The catalyst is CN(C)C=O. The product is [C:28]([O:27][C:25](=[O:26])[CH2:24][O:17][C:7]1[CH:8]=[C:9]([CH2:10][CH2:11][C:12]([O:14][CH2:15][CH3:16])=[O:13])[N:5]([CH2:4][C:3]2[CH:18]=[CH:19][C:20]([Cl:22])=[CH:21][C:2]=2[Cl:1])[N:6]=1)([CH3:31])([CH3:30])[CH3:29]. The yield is 0.760. (2) The product is [C:22]([O:25][CH2:26][C:27]1[C:28]([N:42]2[CH2:53][CH2:52][N:51]3[C:44](=[CH:45][C:46]4[CH2:47][C:48]([CH3:55])([CH3:54])[CH2:49][C:50]=43)[C:43]2=[O:56])=[N:29][CH:30]=[CH:31][C:32]=1[C:2]1[CH:3]=[C:4]([NH:10][C:11]2[CH:21]=[C:14]3[CH2:15][N:16]([CH3:20])[C:17](=[O:19])[CH2:18][N:13]3[N:12]=2)[C:5](=[O:9])[N:6]([CH3:8])[CH:7]=1)(=[O:24])[CH3:23]. The reactants are Br[C:2]1[CH:3]=[C:4]([NH:10][C:11]2[CH:21]=[C:14]3[CH2:15][N:16]([CH3:20])[C:17](=[O:19])[CH2:18][N:13]3[N:12]=2)[C:5](=[O:9])[N:6]([CH3:8])[CH:7]=1.[C:22]([O:25][CH2:26][C:27]1[C:28]([N:42]2[CH2:53][CH2:52][N:51]3[C:44](=[CH:45][C:46]4[CH2:47][C:48]([CH3:55])([CH3:54])[CH2:49][C:50]=43)[C:43]2=[O:56])=[N:29][CH:30]=[CH:31][C:32]=1B1OC(C)(C)C(C)(C)O1)(=[O:24])[CH3:23].[O-]P([O-])([O-])=O.[K+].[K+].[K+].C([O-])(=O)C.[Na+]. The yield is 0.490. The catalyst is C1C=CC(P(C2C=CC=CC=2)[C-]2C=CC=C2)=CC=1.C1C=CC(P(C2C=CC=CC=2)[C-]2C=CC=C2)=CC=1.Cl[Pd]Cl.[Fe+2].O.C(#N)C. (3) The reactants are C([N:8]([CH2:16][C@@H:17]1[O:21][C:20](=[O:22])[N:19]([C:23]2[CH:28]=[CH:27][C:26]([N:29]3[CH2:34][CH2:33][O:32][CH2:31][CH2:30]3)=[C:25]([F:35])[CH:24]=2)[CH2:18]1)CC1C=CC=CC=1)C1C=CC=CC=1.C(O)C.N#N. The catalyst is [Pd].O.C(N(CC)CC)C.C(O)=O. The product is [NH2:8][CH2:16][C@@H:17]1[O:21][C:20](=[O:22])[N:19]([C:23]2[CH:28]=[CH:27][C:26]([N:29]3[CH2:30][CH2:31][O:32][CH2:33][CH2:34]3)=[C:25]([F:35])[CH:24]=2)[CH2:18]1. The yield is 0.840. (4) The reactants are C(N(CC)CC)C.[C:8](Cl)(=[O:10])[CH3:9].Cl.[F:13][C:14]1[CH:15]=[CH:16][C:17]([CH2:20][O:21][C:22]2[CH:27]=[CH:26][N:25]([C:28]3[CH:29]=[CH:30][C:31]4[C:32]5[CH2:42][NH:41][CH2:40][CH2:39][CH2:38][C:33]=5[N:34]([CH3:37])[C:35]=4[CH:36]=3)[C:24](=[O:43])[CH:23]=2)=[N:18][CH:19]=1. The catalyst is CN(C1C=CN=CC=1)C.C(Cl)Cl. The product is [C:8]([N:41]1[CH2:40][CH2:39][CH2:38][C:33]2[N:34]([CH3:37])[C:35]3[CH:36]=[C:28]([N:25]4[CH:26]=[CH:27][C:22]([O:21][CH2:20][C:17]5[CH:16]=[CH:15][C:14]([F:13])=[CH:19][N:18]=5)=[CH:23][C:24]4=[O:43])[CH:29]=[CH:30][C:31]=3[C:32]=2[CH2:42]1)(=[O:10])[CH3:9]. The yield is 0.700. (5) The reactants are [C:1]([C:5]1[NH:6][C:7]2[C:12]([CH:13]=1)=[CH:11][CH:10]=[C:9]([N+:14]([O-])=O)[CH:8]=2)([CH3:4])([CH3:3])[CH3:2].[H][H]. The catalyst is CO.[Ni]. The product is [C:1]([C:5]1[NH:6][C:7]2[C:12]([CH:13]=1)=[CH:11][CH:10]=[C:9]([NH2:14])[CH:8]=2)([CH3:4])([CH3:2])[CH3:3]. The yield is 0.890. (6) The reactants are [F:1][C:2]1[CH:7]=[CH:6][C:5]([S:8]([NH2:11])(=[O:10])=[O:9])=[CH:4][CH:3]=1.[H-].[Na+].Br[CH2:15][C:16]1([CH2:20]Br)[CH2:19]O[CH2:17]1.Cl.[CH3:23]N(C)C=O. No catalyst specified. The product is [F:1][C:2]1[CH:3]=[CH:4][C:5]([S:8]([N:11]2[CH2:17][C:16]3([CH2:20][CH2:23][CH2:19]3)[CH2:15]2)(=[O:9])=[O:10])=[CH:6][CH:7]=1. The yield is 0.260.